This data is from Catalyst prediction with 721,799 reactions and 888 catalyst types from USPTO. The task is: Predict which catalyst facilitates the given reaction. (1) Reactant: FC1C(NC2C=C(C)NN=2)=NC([NH:8][C@H:9]([C:11]2[N:16]=[CH:15][C:14]([F:17])=[CH:13][N:12]=2)[CH3:10])=NC=1.C(N(CC)CC)C.CS(Cl)(=O)=O.[N-:37]=[N+:38]=[N-].[Na+]. Product: [N:8]([CH:9]([C:11]1[N:12]=[CH:13][C:14]([F:17])=[CH:15][N:16]=1)[CH3:10])=[N+:37]=[N-:38]. The catalyst class is: 2. (2) Reactant: Cl[C:2]1[N:7]=[C:6]([C:8]2[CH:13]=[CH:12][N:11]=[CH:10][C:9]=2[O:14][CH3:15])[CH:5]=[CH:4][N:3]=1.O.C1(C)C=CC(S(O)(=O)=O)=CC=1.[Cl:28][C:29]1[CH:30]=[C:31]([CH:33]=[CH:34][CH:35]=1)[NH2:32]. Product: [Cl:28][C:29]1[CH:30]=[C:31]([NH:32][C:2]2[N:7]=[C:6]([C:8]3[CH:13]=[CH:12][N:11]=[CH:10][C:9]=3[O:14][CH3:15])[CH:5]=[CH:4][N:3]=2)[CH:33]=[CH:34][CH:35]=1. The catalyst class is: 10. (3) Product: [C:14]([O:17][C:18](=[O:19])[NH:9][CH2:8][C:7]1[CH:10]=[CH:11][C:4]([Br:3])=[C:5]([CH3:12])[CH:6]=1)([CH3:16])([CH3:15])[CH3:13]. Reactant: [BH4-].[Na+].[Br:3][C:4]1[CH:11]=[CH:10][C:7]([C:8]#[N:9])=[CH:6][C:5]=1[CH3:12].[CH3:13][C:14]([O:17][C:18](O[C:18]([O:17][C:14]([CH3:16])([CH3:15])[CH3:13])=[O:19])=[O:19])([CH3:16])[CH3:15]. The catalyst class is: 888.